Dataset: NCI-60 drug combinations with 297,098 pairs across 59 cell lines. Task: Regression. Given two drug SMILES strings and cell line genomic features, predict the synergy score measuring deviation from expected non-interaction effect. Drug 1: C1CN1P(=S)(N2CC2)N3CC3. Drug 2: B(C(CC(C)C)NC(=O)C(CC1=CC=CC=C1)NC(=O)C2=NC=CN=C2)(O)O. Cell line: KM12. Synergy scores: CSS=32.0, Synergy_ZIP=-1.60, Synergy_Bliss=-0.642, Synergy_Loewe=-34.1, Synergy_HSA=-3.60.